This data is from Reaction yield outcomes from USPTO patents with 853,638 reactions. The task is: Predict the reaction yield, written as a fraction of the theoretical maximum amount of product (1.0 means a 100% yield; for example, 0.34 means a 34% yield). (1) The product is [CH3:25][N:26]1[CH2:31][CH2:30][N:29]([CH2:32][CH2:33][C:34]2[CH:35]=[CH:36][C:37]([NH:40][C:7]([C:6]3[C:2]([NH2:1])=[N:3][N:4]([C:10]4[N:15]=[C:14]([C:16]5[CH:17]=[CH:18][C:19]([N:22]([CH3:23])[CH3:24])=[CH:20][CH:21]=5)[CH:13]=[CH:12][N:11]=4)[CH:5]=3)=[O:9])=[CH:38][CH:39]=2)[CH2:28][CH2:27]1. The catalyst is CN(C=O)C. The reactants are [NH2:1][C:2]1[C:6]([C:7]([OH:9])=O)=[CH:5][N:4]([C:10]2[N:15]=[C:14]([C:16]3[CH:21]=[CH:20][C:19]([N:22]([CH3:24])[CH3:23])=[CH:18][CH:17]=3)[CH:13]=[CH:12][N:11]=2)[N:3]=1.[CH3:25][N:26]1[CH2:31][CH2:30][N:29]([CH2:32][CH2:33][C:34]2[CH:39]=[CH:38][C:37]([NH2:40])=[CH:36][CH:35]=2)[CH2:28][CH2:27]1.CN(C(ON1N=NC2C=CC=CC1=2)=[N+](C)C)C.F[P-](F)(F)(F)(F)F. The yield is 0.210. (2) The yield is 0.580. The catalyst is O1CCCC1. The product is [Br:8][C:9]1[C:10]([CH:20]=[O:21])=[C:11]([F:17])[C:12]([O:15][CH3:16])=[CH:13][CH:14]=1. The reactants are C(NC(C)C)(C)C.[Br:8][C:9]1[CH:14]=[CH:13][C:12]([O:15][CH3:16])=[C:11]([F:17])[CH:10]=1.CN(C)[CH:20]=[O:21]. (3) The reactants are CCN(C(C)C)C(C)C.OC(C(F)(F)F)=O.[O:17]=[C:18]([N:35]1[CH2:40][CH2:39][NH:38][CH2:37][CH2:36]1)[CH2:19][NH:20][C:21]([C:23]1[CH:28]=[CH:27][C:26]([C:29]2[CH:34]=[CH:33][CH:32]=[CH:31][CH:30]=2)=[CH:25][CH:24]=1)=[O:22].C1C=CC2N(O)N=NC=2C=1.CCN=C=NCCCN(C)C.Cl.[CH3:63][C:64]1[CH:72]=[C:71]([CH3:73])[CH:70]=[CH:69][C:65]=1[C:66](O)=[O:67]. The catalyst is CN(C=O)C.O. The product is [CH3:63][C:64]1[CH:72]=[C:71]([CH3:73])[CH:70]=[CH:69][C:65]=1[C:66]([N:38]1[CH2:39][CH2:40][N:35]([C:18](=[O:17])[CH2:19][NH:20][C:21]([C:23]2[CH:24]=[CH:25][C:26]([C:29]3[CH:34]=[CH:33][CH:32]=[CH:31][CH:30]=3)=[CH:27][CH:28]=2)=[O:22])[CH2:36][CH2:37]1)=[O:67]. The yield is 0.824. (4) The reactants are [CH3:1][C@H:2]1[CH2:7][NH:6][CH2:5][C@@H:4]([CH3:8])[NH:3]1.Cl[C:10]1[N:11]([CH2:33][CH:34]2[CH2:36][CH2:35]2)[C:12]2[C:17]([N:18]=1)=[C:16]([N:19]1[CH2:24][CH2:23][O:22][CH2:21][CH2:20]1)[N:15]=[C:14]([C:25]1[C:26]([CH3:32])=[N:27][C:28]([NH2:31])=[N:29][CH:30]=1)[N:13]=2. The catalyst is CN1CCCC1=O. The product is [CH:34]1([CH2:33][N:11]2[C:10]([N:6]3[CH2:5][C@H:4]([CH3:8])[NH:3][C@H:2]([CH3:1])[CH2:7]3)=[N:18][C:17]3[C:12]2=[N:13][C:14]([C:25]2[C:26]([CH3:32])=[N:27][C:28]([NH2:31])=[N:29][CH:30]=2)=[N:15][C:16]=3[N:19]2[CH2:24][CH2:23][O:22][CH2:21][CH2:20]2)[CH2:35][CH2:36]1. The yield is 0.750.